This data is from Catalyst prediction with 721,799 reactions and 888 catalyst types from USPTO. The task is: Predict which catalyst facilitates the given reaction. (1) Reactant: [C:1]([CH2:3][C:4]1[C:12]2[C:7](=[CH:8][CH:9]=[CH:10][CH:11]=2)[NH:6][CH:5]=1)#[N:2].[C:13](O[C:13]([O:15][C:16]([CH3:19])([CH3:18])[CH3:17])=[O:14])([O:15][C:16]([CH3:19])([CH3:18])[CH3:17])=[O:14]. Product: [C:1]([CH2:3][C:4]1[C:12]2[C:7](=[CH:8][CH:9]=[CH:10][CH:11]=2)[N:6]([C:13]([O:15][C:16]([CH3:19])([CH3:18])[CH3:17])=[O:14])[CH:5]=1)#[N:2]. The catalyst class is: 166. (2) Reactant: [Si:1]([O:8][CH2:9][CH2:10][N:11]1[C:15]2[N:16]=[C:17]([NH2:21])[N:18]=[C:19](Cl)[C:14]=2[CH:13]=[CH:12]1)([C:4]([CH3:7])([CH3:6])[CH3:5])([CH3:3])[CH3:2].[O:22]1[CH:26]=[CH:25][CH:24]=[C:23]1[C:27]([NH:29][NH2:30])=[O:28]. Product: [NH2:21][C:17]1[N:18]=[C:19]([NH:30][NH:29][C:27]([C:23]2[O:22][CH:26]=[CH:25][CH:24]=2)=[O:28])[C:14]2[CH:13]=[CH:12][N:11]([CH2:10][CH2:9][O:8][Si:1]([C:4]([CH3:7])([CH3:6])[CH3:5])([CH3:3])[CH3:2])[C:15]=2[N:16]=1. The catalyst class is: 51. (3) Reactant: [Br:1][C:2]1[CH:3]=[C:4]([CH:7]=[CH:8][CH:9]=1)[CH:5]=O.[C:10]([NH2:16])(=O)[CH2:11][C:12]([CH3:14])=O.[NH2:17][C:18]([NH2:20])=[O:19].C1COCC1. Product: [Br:1][C:2]1[CH:3]=[C:4]([CH:5]2[NH:20][C:18](=[O:19])[NH:17][C:12]([CH3:14])=[C:11]2[C:10]#[N:16])[CH:7]=[CH:8][CH:9]=1. The catalyst class is: 6. (4) Reactant: [CH3:1][NH:2][C:3]1[C:8]([CH2:9][OH:10])=[CH:7][N:6]=[C:5]([S:11][CH3:12])[N:4]=1. Product: [CH3:1][NH:2][C:3]1[C:8]([CH:9]=[O:10])=[CH:7][N:6]=[C:5]([S:11][CH3:12])[N:4]=1. The catalyst class is: 428. (5) Product: [C:1]([O:19][CH2:18][C:17]([CH3:20])([CH3:21])[CH2:16][N:15]1[C:9]2[CH:8]=[CH:7][C:6]([Cl:5])=[CH:49][C:10]=2[C@@H:11]([C:39]2[CH:44]=[CH:43][CH:42]=[C:41]([O:45][CH3:46])[C:40]=2[O:47][CH3:48])[O:12][C@H:13]([CH2:23][C:24]([NH:26][C:27]2[CH:32]=[CH:31][C:30]([CH2:33][CH2:34][CH2:35][C:36]([OH:38])=[O:37])=[CH:29][CH:28]=2)=[O:25])[C:14]1=[O:22])(=[O:3])[CH3:2]. Reactant: [C:1](Cl)(=[O:3])[CH3:2].[Cl:5][C:6]1[CH:7]=[CH:8][C:9]2[N:15]([CH2:16][C:17]([CH3:21])([CH3:20])[CH2:18][OH:19])[C:14](=[O:22])[C@@H:13]([CH2:23][C:24]([NH:26][C:27]3[CH:32]=[CH:31][C:30]([CH2:33][CH2:34][CH2:35][C:36]([OH:38])=[O:37])=[CH:29][CH:28]=3)=[O:25])[O:12][C@H:11]([C:39]3[CH:44]=[CH:43][CH:42]=[C:41]([O:45][CH3:46])[C:40]=3[O:47][CH3:48])[C:10]=2[CH:49]=1.N1C=CC=CC=1.C(OCC)(=O)C. The catalyst class is: 6.